Dataset: Peptide-MHC class I binding affinity with 185,985 pairs from IEDB/IMGT. Task: Regression. Given a peptide amino acid sequence and an MHC pseudo amino acid sequence, predict their binding affinity value. This is MHC class I binding data. (1) The peptide sequence is VAGFSGKEPI. The MHC is HLA-A02:06 with pseudo-sequence HLA-A02:06. The binding affinity (normalized) is 0.0862. (2) The MHC is HLA-B58:01 with pseudo-sequence HLA-B58:01. The binding affinity (normalized) is 0.0847. The peptide sequence is AEALLADGL. (3) The peptide sequence is TQLPSKPHY. The MHC is HLA-A26:02 with pseudo-sequence HLA-A26:02. The binding affinity (normalized) is 0.0847. (4) The peptide sequence is RPTHKPVTL. The MHC is HLA-A30:01 with pseudo-sequence HLA-A30:01. The binding affinity (normalized) is 0.213. (5) The peptide sequence is VQTAAAVVF. The binding affinity (normalized) is 0.213. The MHC is HLA-A66:01 with pseudo-sequence HLA-A66:01.